From a dataset of Reaction yield outcomes from USPTO patents with 853,638 reactions. Predict the reaction yield, written as a fraction of the theoretical maximum amount of product (1.0 means a 100% yield; for example, 0.34 means a 34% yield). (1) The reactants are C[O:2][C:3](=O)[CH2:4][CH2:5][CH2:6][CH:7]1[CH2:12][CH2:11][N:10]([CH2:13][CH2:14][O:15][CH2:16][C:17]2[CH:22]=[CH:21][CH:20]=[CH:19][CH:18]=2)[CH2:9][CH2:8]1.[NH3:24]. The catalyst is CO. The product is [CH2:16]([O:15][CH2:14][CH2:13][N:10]1[CH2:11][CH2:12][CH:7]([CH2:6][CH2:5][CH2:4][C:3]([NH2:24])=[O:2])[CH2:8][CH2:9]1)[C:17]1[CH:22]=[CH:21][CH:20]=[CH:19][CH:18]=1. The yield is 0.780. (2) The reactants are Cl[C:2]1[CH:11]=[C:10]([C:12]2[C:24]3[C:23]4[C:18](=[CH:19][C:20]([C:27]5[C:28]([CH3:33])=[N:29][O:30][C:31]=5[CH3:32])=[C:21]([O:25][CH3:26])[CH:22]=4)[NH:17][C:16]=3[N:15]=[C:14]([CH3:34])[N:13]=2)[C:9]2[C:4](=[CH:5][CH:6]=[CH:7][CH:8]=2)[N:3]=1.[NH2:35][CH2:36][CH2:37][C@H:38]([OH:60])[CH2:39][O:40]C(C1C=CC=CC=1)(C1C=CC=CC=1)C1C=CC=CC=1.C([O-])([O-])=O.[K+].[K+]. The catalyst is CS(C)=O. The product is [CH3:33][C:28]1[C:27]([C:20]2[CH:19]=[C:18]3[C:23]([C:24]4[C:12]([C:10]5[C:9]6[C:4](=[CH:5][CH:6]=[CH:7][CH:8]=6)[N:3]=[C:2]([NH:35][CH2:36][CH2:37][C@H:38]([OH:60])[CH2:39][OH:40])[CH:11]=5)=[N:13][C:14]([CH3:34])=[N:15][C:16]=4[NH:17]3)=[CH:22][C:21]=2[O:25][CH3:26])=[C:31]([CH3:32])[O:30][N:29]=1. The yield is 0.0900. (3) The reactants are Cl.[CH2:2]([O:9][C:10]1[CH:18]=[CH:17][C:13]([C:14]([NH2:16])=[NH:15])=[C:12]([F:19])[CH:11]=1)[C:3]1[CH:8]=[CH:7][CH:6]=[CH:5][CH:4]=1.C(=O)([O-])O.[K+].O.Cl[CH2:27][C:28]([C:30]1[N:31]([CH:35]([CH3:37])[CH3:36])[N:32]=[CH:33][N:34]=1)=O. The catalyst is C1COCC1.[Na+].[Cl-]. The product is [CH2:2]([O:9][C:10]1[CH:18]=[CH:17][C:13]([C:14]2[NH:16][CH:27]=[C:28]([C:30]3[N:31]([CH:35]([CH3:37])[CH3:36])[N:32]=[CH:33][N:34]=3)[N:15]=2)=[C:12]([F:19])[CH:11]=1)[C:3]1[CH:4]=[CH:5][CH:6]=[CH:7][CH:8]=1. The yield is 0.840. (4) The reactants are [Cl:1][C:2]1[CH:7]=[CH:6][C:5]([N:8]2[C:12]([C:13]#[N:14])=[C:11]([C:15]([O:17]C(C)(C)C)=[O:16])[N:10]=[C:9]2[C:22]2[CH:27]=[CH:26][C:25]([Cl:28])=[CH:24][C:23]=2[Cl:29])=[CH:4][CH:3]=1.FC(F)(F)C(O)=O. The catalyst is ClCCl. The product is [Cl:1][C:2]1[CH:7]=[CH:6][C:5]([N:8]2[C:12]([C:13]#[N:14])=[C:11]([C:15]([OH:17])=[O:16])[N:10]=[C:9]2[C:22]2[CH:27]=[CH:26][C:25]([Cl:28])=[CH:24][C:23]=2[Cl:29])=[CH:4][CH:3]=1. The yield is 0.870. (5) The reactants are CC1(C)C(C)(C)OB([C:9]2[CH2:10][CH2:11][N:12]([C:15]([O:17][C:18]([CH3:21])([CH3:20])[CH3:19])=[O:16])[CH2:13][CH:14]=2)O1.C([O-])([O-])=O.[K+].[K+].Br[C:30]1[C:31]([F:48])=[CH:32][C:33]([F:47])=[C:34]([NH:36][C:37](=[O:46])[O:38][CH2:39][C:40]2[CH:45]=[CH:44][CH:43]=[CH:42][CH:41]=2)[CH:35]=1. The catalyst is CN(C=O)C. The product is [CH2:39]([O:38][C:37]([NH:36][C:34]1[C:33]([F:47])=[CH:32][C:31]([F:48])=[C:30]([C:9]2[CH2:10][CH2:11][N:12]([C:15]([O:17][C:18]([CH3:19])([CH3:20])[CH3:21])=[O:16])[CH2:13][CH:14]=2)[CH:35]=1)=[O:46])[C:40]1[CH:45]=[CH:44][CH:43]=[CH:42][CH:41]=1. The yield is 0.245. (6) The reactants are [NH2:1][C:2]1[N:7]=[CH:6][C:5]([C:8]2[CH:9]=[C:10]([NH2:19])[C:11]([NH:14][C:15]([CH3:18])([CH3:17])[CH3:16])=[CH:12][CH:13]=2)=[CH:4][N:3]=1.[CH:20]([C:23]1[N:27]=[C:26]([C:28]2[CH:35]=[CH:34][CH:33]=[CH:32][C:29]=2[CH:30]=O)[O:25][N:24]=1)([CH3:22])[CH3:21].OOS([O-])=O.[K+]. The catalyst is CN(C=O)C.O. The product is [C:15]([N:14]1[C:11]2[CH:12]=[CH:13][C:8]([C:5]3[CH:4]=[N:3][C:2]([NH2:1])=[N:7][CH:6]=3)=[CH:9][C:10]=2[N:19]=[C:30]1[C:29]1[CH:32]=[CH:33][CH:34]=[CH:35][C:28]=1[C:26]1[O:25][N:24]=[C:23]([CH:20]([CH3:22])[CH3:21])[N:27]=1)([CH3:16])([CH3:18])[CH3:17]. The yield is 0.440. (7) The reactants are [CH3:1][C:2]([CH3:15])([CH3:14])[C:3]#[C:4][C:5]1[S:9][C:8]([C:10]([OH:12])=[O:11])=[C:7]([I:13])[CH:6]=1.[CH3:16]N(C=O)C.C(Cl)(=O)C(Cl)=O. The catalyst is ClCCl. The product is [CH3:16][O:11][C:10]([C:8]1[S:9][C:5]([C:4]#[C:3][C:2]([CH3:15])([CH3:14])[CH3:1])=[CH:6][C:7]=1[I:13])=[O:12]. The yield is 0.800.